The task is: Predict the product of the given reaction.. This data is from Forward reaction prediction with 1.9M reactions from USPTO patents (1976-2016). Given the reactants [CH2:1]([N:8]1[CH2:13][CH2:12][C:11](=[O:14])[C:10]([CH3:16])([CH3:15])[CH2:9]1)[C:2]1[CH:7]=[CH:6][CH:5]=[CH:4][CH:3]=1.[OH-].[Na+].[N:19]1([C:25]2[N:30]=[C:29]([CH:31]=O)[CH:28]=[CH:27][CH:26]=2)[CH2:24][CH2:23][O:22][CH2:21][CH2:20]1, predict the reaction product. The product is: [CH2:1]([N:8]1[CH2:13][C:12](=[CH:31][C:29]2[CH:28]=[CH:27][CH:26]=[C:25]([N:19]3[CH2:20][CH2:21][O:22][CH2:23][CH2:24]3)[N:30]=2)[C:11](=[O:14])[C:10]([CH3:16])([CH3:15])[CH2:9]1)[C:2]1[CH:3]=[CH:4][CH:5]=[CH:6][CH:7]=1.